Regression. Given two drug SMILES strings and cell line genomic features, predict the synergy score measuring deviation from expected non-interaction effect. From a dataset of NCI-60 drug combinations with 297,098 pairs across 59 cell lines. (1) Drug 1: CC1C(C(CC(O1)OC2CC(CC3=C2C(=C4C(=C3O)C(=O)C5=C(C4=O)C(=CC=C5)OC)O)(C(=O)C)O)N)O.Cl. Drug 2: C1CC(=O)NC(=O)C1N2C(=O)C3=CC=CC=C3C2=O. Cell line: A498. Synergy scores: CSS=14.3, Synergy_ZIP=-4.31, Synergy_Bliss=-0.0991, Synergy_Loewe=-25.1, Synergy_HSA=-2.48. (2) Drug 1: C1=NC2=C(N1)C(=S)N=C(N2)N. Drug 2: CC1=C(C(=O)C2=C(C1=O)N3CC4C(C3(C2COC(=O)N)OC)N4)N. Cell line: OVCAR-8. Synergy scores: CSS=29.5, Synergy_ZIP=-5.26, Synergy_Bliss=-2.99, Synergy_Loewe=-3.84, Synergy_HSA=-0.230. (3) Drug 1: CC1=C(C=C(C=C1)C(=O)NC2=CC(=CC(=C2)C(F)(F)F)N3C=C(N=C3)C)NC4=NC=CC(=N4)C5=CN=CC=C5. Drug 2: C(CN)CNCCSP(=O)(O)O. Cell line: SK-OV-3. Synergy scores: CSS=0.455, Synergy_ZIP=1.89, Synergy_Bliss=2.03, Synergy_Loewe=0.244, Synergy_HSA=-2.22. (4) Drug 1: CN1C(=O)N2C=NC(=C2N=N1)C(=O)N. Drug 2: C1C(C(OC1N2C=NC(=NC2=O)N)CO)O. Cell line: HOP-62. Synergy scores: CSS=1.79, Synergy_ZIP=-1.87, Synergy_Bliss=-6.28, Synergy_Loewe=-4.77, Synergy_HSA=-6.18. (5) Drug 1: CCC1(CC2CC(C3=C(CCN(C2)C1)C4=CC=CC=C4N3)(C5=C(C=C6C(=C5)C78CCN9C7C(C=CC9)(C(C(C8N6C)(C(=O)OC)O)OC(=O)C)CC)OC)C(=O)OC)O.OS(=O)(=O)O. Cell line: KM12. Drug 2: CC1C(C(CC(O1)OC2CC(CC3=C2C(=C4C(=C3O)C(=O)C5=C(C4=O)C(=CC=C5)OC)O)(C(=O)CO)O)N)O.Cl. Synergy scores: CSS=39.6, Synergy_ZIP=-6.73, Synergy_Bliss=-7.31, Synergy_Loewe=-4.61, Synergy_HSA=-3.30.